This data is from Reaction yield outcomes from USPTO patents with 853,638 reactions. The task is: Predict the reaction yield, written as a fraction of the theoretical maximum amount of product (1.0 means a 100% yield; for example, 0.34 means a 34% yield). (1) The reactants are [Li].Br[CH2:3][CH2:4][CH2:5][CH2:6][C:7]1[CH:12]=[CH:11][CH:10]=[CH:9][CH:8]=1.[O:13]1[CH2:16][C:15](=[O:17])[CH2:14]1. The catalyst is CCOCC.C1COCC1. The product is [C:7]1([CH2:6][CH2:5][CH2:4][CH2:3][C:15]2([OH:17])[CH2:16][O:13][CH2:14]2)[CH:12]=[CH:11][CH:10]=[CH:9][CH:8]=1. The yield is 0.350. (2) The reactants are [SH:1][CH2:2][C:3]1[CH:4]=[C:5]([CH2:11][OH:12])[CH:6]=[C:7]([CH2:9][OH:10])[CH:8]=1.C(N(CC)CC)C.[CH3:20][C:21]1([CH3:24])[CH2:23][S:22]1. The catalyst is CO. The product is [SH:22][C:21]([CH3:24])([CH3:23])[CH2:20][S:1][CH2:2][C:3]1[CH:4]=[C:5]([CH2:11][OH:12])[CH:6]=[C:7]([CH2:9][OH:10])[CH:8]=1. The yield is 0.591.